Predict the reaction yield, written as a fraction of the theoretical maximum amount of product (1.0 means a 100% yield; for example, 0.34 means a 34% yield). From a dataset of Reaction yield outcomes from USPTO patents with 853,638 reactions. (1) The reactants are [CH3:1][CH:2]1[CH2:6][CH2:5][CH2:4][N:3]1[C:7]1[N:12]=[C:11]([NH:13][C:14]2[C:15]3[N:16]([CH:28]=[CH:29][N:30]=3)[N:17]=[C:18]([C:20]3[CH:21]=[C:22]([CH:25]=[CH:26][CH:27]=3)[CH:23]=O)[CH:19]=2)[CH:10]=[CH:9][CH:8]=1.[NH:31]1[CH2:36][CH2:35][CH2:34][CH2:33][CH2:32]1.C(O[BH-](OC(=O)C)OC(=O)C)(=O)C.[Na+].CC(O)=O. The catalyst is ClCCCl. The product is [CH3:1][CH:2]1[CH2:6][CH2:5][CH2:4][N:3]1[C:7]1[N:12]=[C:11]([NH:13][C:14]2[C:15]3[N:16]([CH:28]=[CH:29][N:30]=3)[N:17]=[C:18]([C:20]3[CH:27]=[CH:26][CH:25]=[C:22]([CH2:23][N:31]4[CH2:36][CH2:35][CH2:34][CH2:33][CH2:32]4)[CH:21]=3)[CH:19]=2)[CH:10]=[CH:9][CH:8]=1. The yield is 0.210. (2) The reactants are [C:1]1([S:7]([N:10]2[C:18]3[C:13](=[CH:14][C:15](Br)=[CH:16][CH:17]=3)[CH:12]=[C:11]2[CH3:20])(=[O:9])=[O:8])[CH:6]=[CH:5][CH:4]=[CH:3][CH:2]=1.[Li]CCCC.[CH3:26][S:27]SC. The catalyst is C1COCC1. The product is [C:1]1([S:7]([N:10]2[C:18]3[C:13](=[CH:14][C:15]([S:27][CH3:26])=[CH:16][CH:17]=3)[CH:12]=[C:11]2[CH3:20])(=[O:9])=[O:8])[CH:6]=[CH:5][CH:4]=[CH:3][CH:2]=1. The yield is 0.443. (3) The reactants are Br[C:2]1[CH:7]=[C:6]([CH3:8])[CH:5]=[C:4]([Br:9])[CH:3]=1.[Cu](C#N)[C:11]#[N:12].N1C=CC=CC=1.N. The catalyst is O.CN(C=O)C. The product is [Br:9][C:4]1[CH:3]=[C:2]([CH:7]=[C:6]([CH3:8])[CH:5]=1)[C:11]#[N:12]. The yield is 0.740. (4) The reactants are [CH3:1][O:2][C:3](=[O:21])[C@H:4]([C@@H:18]([CH3:20])[OH:19])[NH:5][C:6](=[O:17])[C:7]1[CH:12]=[CH:11][C:10]([N+:13]([O-])=O)=[C:9]([CH3:16])[CH:8]=1.[H][H].C(=O)(O)[O-].[Na+].Cl[C:30]([O:32][CH2:33][C:34]1[CH:39]=[CH:38][CH:37]=[CH:36][CH:35]=1)=[O:31]. The catalyst is C(O)C.[Pd].C1COCC1.O. The product is [CH3:1][O:2][C:3](=[O:21])[C@H:4]([C@@H:18]([CH3:20])[OH:19])[NH:5][C:6](=[O:17])[C:7]1[CH:12]=[CH:11][C:10]([NH:13][C:30]([O:32][CH2:33][C:34]2[CH:39]=[CH:38][CH:37]=[CH:36][CH:35]=2)=[O:31])=[C:9]([CH3:16])[CH:8]=1. The yield is 0.760. (5) The reactants are [Cl:1][C:2]1[C:11]([O:12][CH2:13][CH3:14])=[C:10]([Cl:15])[CH:9]=[C:8]2[C:3]=1[CH:4]=[C:5]([C:20]([O:22]CC)=[O:21])[CH:6]([C:16]([F:19])([F:18])[F:17])[O:7]2.O.[OH-].[Li+].Cl. The catalyst is C1COCC1.C(O)C.O. The product is [Cl:1][C:2]1[C:11]([O:12][CH2:13][CH3:14])=[C:10]([Cl:15])[CH:9]=[C:8]2[C:3]=1[CH:4]=[C:5]([C:20]([OH:22])=[O:21])[CH:6]([C:16]([F:18])([F:19])[F:17])[O:7]2. The yield is 0.700.